From a dataset of Catalyst prediction with 721,799 reactions and 888 catalyst types from USPTO. Predict which catalyst facilitates the given reaction. (1) Reactant: C(C1N2C=CN=CC2=NC=1)#C.I[C:13]1[CH:14]=[C:15]([CH:31]=[CH:32][C:33]=1C)[C:16]([NH:18][NH:19]C(=O)C1C(Cl)=CC(Cl)=CC=1Cl)=[O:17].C(N(C(C)C)CC)(C)C. Product: [C:16]([NH:18][NH2:19])(=[O:17])[C:15]1[CH:31]=[CH:32][CH:33]=[CH:13][CH:14]=1. The catalyst class is: 441. (2) Reactant: [Li+:1].[OH-].[CH2:3]([O:10][C:11]1[C:16]([O:17][CH3:18])=[CH:15][C:14]([N:19]2[C:27]3[C:22](=[CH:23][CH:24]=[CH:25][CH:26]=3)[C:21]([C:28]([O:30]C)=[O:29])=[CH:20]2)=[C:13]([C:32]([N:34]2[C@H:43]([CH2:44][N:45]3[CH2:50][CH2:49][N:48]([CH3:51])[CH2:47][CH2:46]3)[CH2:42][C:41]3[C:36](=[CH:37][CH:38]=[CH:39][CH:40]=3)[CH2:35]2)=[O:33])[CH:12]=1)[C:4]1[CH:9]=[CH:8][CH:7]=[CH:6][CH:5]=1. Product: [CH2:3]([O:10][C:11]1[C:16]([O:17][CH3:18])=[CH:15][C:14]([N:19]2[C:27]3[C:22](=[CH:23][CH:24]=[CH:25][CH:26]=3)[C:21]([C:28]([O-:30])=[O:29])=[CH:20]2)=[C:13]([C:32]([N:34]2[C@H:43]([CH2:44][N:45]3[CH2:50][CH2:49][N:48]([CH3:51])[CH2:47][CH2:46]3)[CH2:42][C:41]3[C:36](=[CH:37][CH:38]=[CH:39][CH:40]=3)[CH2:35]2)=[O:33])[CH:12]=1)[C:4]1[CH:5]=[CH:6][CH:7]=[CH:8][CH:9]=1.[Li+:1]. The catalyst class is: 12. (3) Reactant: [Cl:1][C:2]1[CH:7]=[CH:6][C:5]([C:8]2[O:9][C:10]([CH:13]([NH:23][C:24](=[O:37])[CH2:25][C:26]3[C:30]4=[N:31][C:32]([O:35]C)=[CH:33][CH:34]=[C:29]4[NH:28][CH:27]=3)[CH2:14][C:15]3[CH:20]=[C:19]([F:21])[CH:18]=[C:17]([F:22])[CH:16]=3)=[CH:11][N:12]=2)=[CH:4][CH:3]=1. Product: [Cl:1][C:2]1[CH:3]=[CH:4][C:5]([C:8]2[O:9][C:10]([CH:13]([NH:23][C:24](=[O:37])[CH2:25][C:26]3[C:30]4=[N:31][C:32]([OH:35])=[CH:33][CH:34]=[C:29]4[NH:28][CH:27]=3)[CH2:14][C:15]3[CH:16]=[C:17]([F:22])[CH:18]=[C:19]([F:21])[CH:20]=3)=[CH:11][N:12]=2)=[CH:6][CH:7]=1. The catalyst class is: 15. (4) Reactant: Cl[C:2]1[C:3]2[CH2:12][CH2:11][CH2:10][NH:9][C:4]=2[N:5]=[C:6]([NH2:8])[N:7]=1.[Cl:13][C:14]1[C:19]([Cl:20])=[CH:18][CH:17]=[CH:16][C:15]=1B(O)O.C([O-])([O-])=O.[Na+].[Na+]. Product: [Cl:13][C:14]1[C:19]([Cl:20])=[CH:18][CH:17]=[CH:16][C:15]=1[C:2]1[C:3]2[CH2:12][CH2:11][CH2:10][NH:9][C:4]=2[N:5]=[C:6]([NH2:8])[N:7]=1. The catalyst class is: 339. (5) Reactant: [C:1]([C:9]1[CH:14]=[CH:13][CH:12]=[CH:11][CH:10]=1)(=O)[C:2]1[CH:7]=[CH:6][CH:5]=[CH:4][CH:3]=1.Cl.[CH2:16]([O:18][C:19](=[O:22])[CH2:20][NH2:21])[CH3:17].B(F)(F)F.CCOCC.C(N(CCCC)CCCC)CCC. Product: [CH2:16]([O:18][C:19](=[O:22])[CH2:20][N:21]=[C:1]([C:9]1[CH:14]=[CH:13][CH:12]=[CH:11][CH:10]=1)[C:2]1[CH:7]=[CH:6][CH:5]=[CH:4][CH:3]=1)[CH3:17]. The catalyst class is: 226. (6) Reactant: Cl[C:2]1[N:7]=C[C:5]([CH2:8][C:9]2[CH:10]=[N:11][C:12]([O:22][CH3:23])=[C:13]([C:15]3[CH:20]=[CH:19][CH:18]=[C:17]([Cl:21])[CH:16]=3)[CH:14]=2)=[CH:4][N:3]=1.CCN(C(C)C)C(C)C.[NH:33]1[CH2:38][CH2:37][O:36][CH2:35][CH2:34]1. Product: [Cl:21][C:17]1[CH:16]=[C:15]([C:13]2[CH:14]=[C:9]([C:8]3[CH:5]=[CH:4][N:3]=[C:2]([CH:34]4[NH:33][CH2:38][CH2:37][O:36][CH2:35]4)[N:7]=3)[CH:10]=[N:11][C:12]=2[O:22][CH3:23])[CH:20]=[CH:19][CH:18]=1. The catalyst class is: 12. (7) Reactant: [OH-:1].[Na+].S(Cl)([C:6]1[CH:12]=[CH:11][C:9]([CH3:10])=[CH:8][CH:7]=1)(=O)=O.[C:14]1([N:20]2[C:24]([SH:25])=[N:23][N:22]=[N:21]2)[CH:19]=[CH:18][CH:17]=[CH:16][CH:15]=1.[C:26]1([CH3:32])C=CC=CC=1. Product: [CH3:10][C:9]([OH:1])([CH2:11][CH2:12][CH2:6][CH2:26][CH3:32])[CH2:8][CH2:7][S:25][C:24]1[N:20]([C:14]2[CH:15]=[CH:16][CH:17]=[CH:18][CH:19]=2)[N:21]=[N:22][N:23]=1. The catalyst class is: 689. (8) Reactant: [CH2:1]([O:8][C:9](=[O:20])[NH:10][CH2:11][CH2:12][N:13]1[CH2:19][CH2:18][CH2:17][NH:16][CH2:15][CH2:14]1)[C:2]1[CH:7]=[CH:6][CH:5]=[CH:4][CH:3]=1.FC(F)(F)S(O[C:27]1[C:36]2[C:31](=[CH:32][CH:33]=[C:34]([O:37][CH3:38])[N:35]=2)[N:30]=[CH:29][CH:28]=1)(=O)=O.C(N(C(C)C)CC)(C)C. Product: [CH2:1]([O:8][C:9](=[O:20])[NH:10][CH2:11][CH2:12][N:13]1[CH2:19][CH2:18][CH2:17][N:16]([C:27]2[C:36]3[C:31](=[CH:32][CH:33]=[C:34]([O:37][CH3:38])[N:35]=3)[N:30]=[CH:29][CH:28]=2)[CH2:15][CH2:14]1)[C:2]1[CH:7]=[CH:6][CH:5]=[CH:4][CH:3]=1. The catalyst class is: 9. (9) Reactant: [NH2:1][C:2]1[O:3][C:4]2[C:9]([CH:10]([C:16]3[CH:21]=[C:20]([O:22][CH3:23])[C:19]([O:24][CH3:25])=[C:18]([Br:26])[CH:17]=3)[C:11]=1[C:12]([NH:14]O)=[NH:13])=[CH:8][CH:7]=[C:6]1[CH:27]=[CH:28][CH:29]=[CH:30][C:5]=21.C(N(CC)CC)C.[Cl:38][CH2:39][C:40](Cl)=[O:41].[O:43]1CCCC1. Product: [NH2:1][C:2]1[O:3][C:4]2[C:9]([C:10]([OH:43])([C:16]3[CH:21]=[C:20]([O:22][CH3:23])[C:19]([O:24][CH3:25])=[C:18]([Br:26])[CH:17]=3)[C:11]=1[C:12]([NH:14][C:40](=[O:41])[CH2:39][Cl:38])=[NH:13])=[CH:8][CH:7]=[C:6]1[CH:27]=[CH:28][CH:29]=[CH:30][C:5]=21. The catalyst class is: 6.